This data is from Catalyst prediction with 721,799 reactions and 888 catalyst types from USPTO. The task is: Predict which catalyst facilitates the given reaction. (1) Reactant: [Br:1][C:2]1[CH:7]=[C:6]([CH3:8])[C:5]([C:9]2[CH:10]=[C:11]([C:20]#[N:21])[N:12]3[C:17]([SH:18])=[CH:16][C:15]([CH3:19])=[N:14][C:13]=23)=[C:4]([CH3:22])[CH:3]=1.[CH3:23]I. Product: [Br:1][C:2]1[CH:3]=[C:4]([CH3:22])[C:5]([C:9]2[CH:10]=[C:11]([C:20]#[N:21])[N:12]3[C:17]([S:18][CH3:23])=[CH:16][C:15]([CH3:19])=[N:14][C:13]=23)=[C:6]([CH3:8])[CH:7]=1. The catalyst class is: 74. (2) Reactant: [F:1][C:2]1[CH:3]=[C:4]([N+:10]([O-:12])=[O:11])[CH:5]=[C:6]([F:9])[C:7]=1F.P([O-])([O-])([O-])=O.[K+].[K+].[K+].[C:21]1([CH:27]2[CH2:32][CH2:31][NH:30][CH2:29][CH2:28]2)[CH:26]=[CH:25][CH:24]=[CH:23][CH:22]=1. Product: [F:9][C:6]1[CH:5]=[C:4]([N+:10]([O-:12])=[O:11])[CH:3]=[C:2]([F:1])[C:7]=1[N:30]1[CH2:31][CH2:32][CH:27]([C:21]2[CH:26]=[CH:25][CH:24]=[CH:23][CH:22]=2)[CH2:28][CH2:29]1. The catalyst class is: 16. (3) Reactant: [F:1][C:2]1[CH:20]=[CH:19][C:5]([CH2:6][C:7]2[CH:8]=[N:9][C:10]3[N:11]([N:13]=[CH:14][C:15]=3[C:16](O)=[O:17])[CH:12]=2)=[CH:4][C:3]=1[C:21]([F:24])([F:23])[F:22].C(Cl)(=O)C([Cl:28])=O. Product: [F:1][C:2]1[CH:20]=[CH:19][C:5]([CH2:6][C:7]2[CH:8]=[N:9][C:10]3[N:11]([N:13]=[CH:14][C:15]=3[C:16]([Cl:28])=[O:17])[CH:12]=2)=[CH:4][C:3]=1[C:21]([F:24])([F:23])[F:22]. The catalyst class is: 2. (4) Product: [N:27]([C@H:7]1[C:8]2[C:3](=[C:2]([Br:1])[CH:11]=[CH:10][CH:9]=2)[CH2:4][CH2:5][CH2:6]1)=[N+:28]=[N-:29]. The catalyst class is: 1. Reactant: [Br:1][C:2]1[CH:11]=[CH:10][CH:9]=[C:8]2[C:3]=1[CH2:4][CH2:5][CH2:6][C@@H:7]2O.C1C=CC(P([N:27]=[N+:28]=[N-:29])(C2C=CC=CC=2)=O)=CC=1.C1CCN2C(=NCCC2)CC1. (5) Reactant: C(=O)([O-])[O-].[K+].[K+].Br[CH:8]([C:12]1[CH:17]=[CH:16][CH:15]=[CH:14][C:13]=1[Cl:18])[C:9]([OH:11])=[O:10].[ClH:19].[CH2:20]1[NH:25][CH2:24][CH2:23][N:22]2[CH2:26][CH2:27][CH2:28][C@@H:21]12. Product: [ClH:18].[ClH:19].[Cl:18][C:13]1[CH:14]=[CH:15][CH:16]=[CH:17][C:12]=1[CH:8]([N:25]1[CH2:24][CH2:23][N:22]2[CH2:26][CH2:27][CH2:28][C@H:21]2[CH2:20]1)[C:9]([OH:11])=[O:10]. The catalyst class is: 1. (6) Reactant: [F:1][C:2]1[CH:3]=[C:4]([N:8]2[CH2:12][CH:11]([CH2:13][OH:14])[O:10][C:9]2=[O:15])[CH:5]=[CH:6][CH:7]=1.[I:16]N1C(=O)CCC1=O. Product: [F:1][C:2]1[CH:3]=[C:4]([N:8]2[CH2:12][C@H:11]([CH2:13][OH:14])[O:10][C:9]2=[O:15])[CH:5]=[CH:6][C:7]=1[I:16]. The catalyst class is: 55. (7) Reactant: Br[C:2]1[CH:3]=[C:4]([CH:17]=[C:18]([N:20]([CH3:25])[S:21]([CH3:24])(=[O:23])=[O:22])[CH:19]=1)[C:5]([NH:7][C@@H:8]([C:10]1[CH:15]=[CH:14][C:13]([F:16])=[CH:12][CH:11]=1)[CH3:9])=[O:6].[CH3:26][N:27](C=O)C. Product: [C:26]([C:2]1[CH:3]=[C:4]([CH:17]=[C:18]([N:20]([CH3:25])[S:21]([CH3:24])(=[O:23])=[O:22])[CH:19]=1)[C:5]([NH:7][C@@H:8]([C:10]1[CH:15]=[CH:14][C:13]([F:16])=[CH:12][CH:11]=1)[CH3:9])=[O:6])#[N:27]. The catalyst class is: 380. (8) The catalyst class is: 7. Reactant: [CH3:1][O:2][C:3]1[CH:9]=[CH:8][C:6]([NH2:7])=[C:5]([CH3:10])[CH:4]=1.C(=O)([O-])O.[Na+].[C:16](Cl)(Cl)=[S:17]. Product: [CH3:1][O:2][C:3]1[CH:9]=[CH:8][C:6]([N:7]=[C:16]=[S:17])=[C:5]([CH3:10])[CH:4]=1. (9) The catalyst class is: 2. Reactant: [Cl:1][C:2]1[C:3]([F:31])=[C:4]([CH:8]2[C:12]([C:15]3[CH:20]=[CH:19][C:18]([Cl:21])=[CH:17][C:16]=3[F:22])([C:13]#[N:14])[CH:11]([CH2:23][C:24]([CH3:27])([CH3:26])[CH3:25])[NH:10][CH:9]2[C:28](O)=[O:29])[CH:5]=[CH:6][CH:7]=1.[NH2:32][C:33]1[CH:37]=[CH:36][N:35]([CH2:38][C@@H:39]([OH:44])[CH2:40][N:41]([CH3:43])[CH3:42])[N:34]=1.CN(C(ON1N=NC2C=CC=NC1=2)=[N+](C)C)C.F[P-](F)(F)(F)(F)F.CCN(C(C)C)C(C)C. Product: [CH3:43][N:41]([CH3:42])[CH2:40][C@H:39]([OH:44])[CH2:38][N:35]1[CH:36]=[CH:37][C:33]([NH:32][C:28]([CH:9]2[CH:8]([C:4]3[CH:5]=[CH:6][CH:7]=[C:2]([Cl:1])[C:3]=3[F:31])[C:12]([C:15]3[CH:20]=[CH:19][C:18]([Cl:21])=[CH:17][C:16]=3[F:22])([C:13]#[N:14])[CH:11]([CH2:23][C:24]([CH3:27])([CH3:26])[CH3:25])[NH:10]2)=[O:29])=[N:34]1.